Dataset: Full USPTO retrosynthesis dataset with 1.9M reactions from patents (1976-2016). Task: Predict the reactants needed to synthesize the given product. (1) Given the product [C:1]([C:3]1[C:20]([OH:21])=[C:19]([OH:22])[CH:18]=[C:17]([C:24]#[N:25])[C:4]=1[CH2:5][C:6]1[CH:7]=[CH:8][C:9]([CH2:12][CH2:13][C:14]([OH:16])=[O:15])=[CH:10][CH:11]=1)#[N:2], predict the reactants needed to synthesize it. The reactants are: [C:1]([C:3]1[C:20]([OH:21])=[C:19]([O:22]C)[CH:18]=[C:17]([C:24]#[N:25])[C:4]=1[CH2:5][C:6]1[CH:11]=[CH:10][C:9]([CH2:12][CH2:13][C:14]([OH:16])=[O:15])=[CH:8][CH:7]=1)#[N:2].CC1(C)C(C)(C)OB(CC2C=CC(CCC(O)=O)=CC=2)O1.BrC1C(C#N)=C(O)C(OC)=CC=1C#N. (2) Given the product [Cl:11][C:10]1[CH:9]=[CH:8][CH:7]=[C:4]([CH2:5][C:13]2[CH:18]=[CH:17][C:16]([N+:19]([O-:21])=[O:20])=[CH:15][CH:14]=2)[C:3]=1[Cl:2], predict the reactants needed to synthesize it. The reactants are: [Cl-].[Cl:2][C:3]1[C:10]([Cl:11])=[CH:9][CH:8]=[CH:7][C:4]=1[CH2:5][Zn+].I[C:13]1[CH:18]=[CH:17][C:16]([N+:19]([O-:21])=[O:20])=[CH:15][CH:14]=1.[Cl-].[NH4+]. (3) The reactants are: [Br:1][C:2]1[CH:7]=[CH:6][N:5]2[N:8]=[CH:9][C:10]([C:11]3[O:15][C:14](=[S:16])[NH:13][N:12]=3)=[C:4]2[CH:3]=1.[CH3:17][C:18]1[CH:23]=[CH:22][C:21]([N+:24]([O-:26])=[O:25])=[CH:20][C:19]=1B(O)O. Given the product [Br:1][C:2]1[CH:7]=[CH:6][N:5]2[N:8]=[CH:9][C:10]([C:11]3[O:15][C:14]([S:16][C:23]4[CH:22]=[C:21]([N+:24]([O-:26])=[O:25])[CH:20]=[CH:19][C:18]=4[CH3:17])=[N:13][N:12]=3)=[C:4]2[CH:3]=1, predict the reactants needed to synthesize it. (4) Given the product [CH3:23][C:24]1[CH:29]=[C:28]([OH:30])[N:27]2[N:31]=[CH:32][N:33]=[C:26]2[N:25]=1, predict the reactants needed to synthesize it. The reactants are: CC1C=C(O)N2N=CC=C2N=1.CC1C=C(O)N2C=CN=C2N=1.[CH3:23][C:24]1[CH:29]=[C:28]([OH:30])[N:27]2[N:31]=[CH:32][N:33]=[C:26]2[N:25]=1.P(Cl)(Cl)(Cl)=O.Cl.